From a dataset of Catalyst prediction with 721,799 reactions and 888 catalyst types from USPTO. Predict which catalyst facilitates the given reaction. (1) Reactant: [Cl:1][C:2]1[C:3]([NH:15][CH:16]2[CH2:29][CH:19]3[CH2:20][N:21]([C:23](=O)[C:24]([F:27])([F:26])[F:25])[CH2:22][CH:18]3[CH2:17]2)=[N:4][C:5]([NH:8][C:9]2[CH:10]=[N:11][N:12]([CH3:14])[CH:13]=2)=[N:6][CH:7]=1.CSC.B. Product: [Cl:1][C:2]1[C:3]([NH:15][CH:16]2[CH2:17][CH:18]3[CH2:22][N:21]([CH2:23][C:24]([F:26])([F:25])[F:27])[CH2:20][CH:19]3[CH2:29]2)=[N:4][C:5]([NH:8][C:9]2[CH:10]=[N:11][N:12]([CH3:14])[CH:13]=2)=[N:6][CH:7]=1. The catalyst class is: 1. (2) Reactant: C1(C[O:8][CH2:9][CH2:10][CH2:11][O:12][CH2:13][CH2:14][O:15][CH2:16][CH2:17][O:18][CH2:19][CH2:20][NH:21][C:22](=[O:28])[O:23][C:24]([CH3:27])([CH3:26])[CH3:25])C=CC=CC=1.[H][H]. Product: [OH:8][CH2:9][CH2:10][CH2:11][O:12][CH2:13][CH2:14][O:15][CH2:16][CH2:17][O:18][CH2:19][CH2:20][NH:21][C:22](=[O:28])[O:23][C:24]([CH3:26])([CH3:25])[CH3:27]. The catalyst class is: 63.